From a dataset of Forward reaction prediction with 1.9M reactions from USPTO patents (1976-2016). Predict the product of the given reaction. (1) Given the reactants [N:1]1([C:6]2[CH:11]=[CH:10][C:9](B(O)O)=[C:8]([O:15][CH3:16])[CH:7]=2)[CH:5]=[CH:4][N:3]=[CH:2]1.Cl[C:18]1[N:23]=[N:22][C:21]([N:24]([CH3:35])[CH:25]2[CH2:30][C:29]([CH3:32])([CH3:31])[NH:28][C:27]([CH3:34])([CH3:33])[CH2:26]2)=[CH:20][CH:19]=1.P([O-])([O-])([O-])=O.[K+].[K+].[K+].COC1C=CC=C(OC)C=1C1C=CC=CC=1P(C1CCCCC1)C1CCCCC1, predict the reaction product. The product is: [N:1]1([C:6]2[CH:11]=[CH:10][C:9]([C:18]3[N:23]=[N:22][C:21]([N:24]([CH3:35])[CH:25]4[CH2:30][C:29]([CH3:31])([CH3:32])[NH:28][C:27]([CH3:34])([CH3:33])[CH2:26]4)=[CH:20][CH:19]=3)=[C:8]([O:15][CH3:16])[CH:7]=2)[CH:5]=[CH:4][N:3]=[CH:2]1. (2) Given the reactants O=P12OP3(OP(OP(O3)(O1)=O)(=O)O2)=O.[CH3:15][CH:16]([CH2:20][C:21]1[N:22]([C:26]2[CH:31]=[CH:30][CH:29]=[CH:28][CH:27]=2)[CH:23]=[CH:24][CH:25]=1)[C:17]([OH:19])=O, predict the reaction product. The product is: [CH3:15][CH:16]1[CH2:20][C:21]2[N:22]([C:26]3[CH:31]=[CH:30][CH:29]=[CH:28][CH:27]=3)[CH:23]=[CH:24][C:25]=2[C:17]1=[O:19]. (3) Given the reactants N1CCCCC1.[OH:7][C:8]1[CH:15]=[CH:14][C:11]([CH:12]=O)=[CH:10][C:9]=1[O:16][CH3:17].C([CH2:21][C:22]([NH:24][C:25]1[CH:33]=[CH:32][CH:31]=[CH:30][C:26]=1[C:27]([OH:29])=[O:28])=[O:23])(O)=O.Cl, predict the reaction product. The product is: [OH:7][C:8]1[CH:15]=[CH:14][C:11](/[CH:12]=[CH:21]/[C:22]([NH:24][C:25]2[CH:33]=[CH:32][CH:31]=[CH:30][C:26]=2[C:27]([OH:29])=[O:28])=[O:23])=[CH:10][C:9]=1[O:16][CH3:17]. (4) Given the reactants [CH:1]1([CH2:6][OH:7])[CH2:5][CH2:4][CH2:3][CH2:2]1.[S:8](Cl)([C:11]1[CH:17]=[CH:16][C:14]([CH3:15])=[CH:13][CH:12]=1)(=[O:10])=[O:9].CCN(CC)CC, predict the reaction product. The product is: [S:8]([C:11]1[CH:17]=[CH:16][C:14]([CH3:15])=[CH:13][CH:12]=1)([O:7][CH2:6][CH:1]1[CH2:5][CH2:4][CH2:3][CH2:2]1)(=[O:10])=[O:9]. (5) Given the reactants [Cl:1][C:2]1[C:3]([O:26]C)=[C:4]([N+:23]([O-:25])=[O:24])[C:5]([F:22])=[C:6]([CH:21]=1)[CH2:7][CH:8]1[CH2:13][CH2:12][CH2:11][N:10]([C:14]([O:16][C:17]([CH3:20])([CH3:19])[CH3:18])=[O:15])[CH2:9]1.[Cl-].[Li+].O.C(=O)([O-])[O-].[Na+].[Na+], predict the reaction product. The product is: [Cl:1][C:2]1[C:3]([OH:26])=[C:4]([N+:23]([O-:25])=[O:24])[C:5]([F:22])=[C:6]([CH:21]=1)[CH2:7][CH:8]1[CH2:13][CH2:12][CH2:11][N:10]([C:14]([O:16][C:17]([CH3:19])([CH3:20])[CH3:18])=[O:15])[CH2:9]1.